Dataset: Forward reaction prediction with 1.9M reactions from USPTO patents (1976-2016). Task: Predict the product of the given reaction. Given the reactants C(OC([N:8]1[CH2:13][C@H:12]([O:14][CH2:15][C:16]2[CH:25]=[C:24]([O:26][CH3:27])[C:23]3[C:18](=[CH:19][CH:20]=[CH:21][CH:22]=3)[CH:17]=2)[C@@H:11]([C:28]2[CH:33]=[CH:32][C:31]([O:34][CH2:35][CH2:36][CH2:37][O:38][CH2:39][C:40]3[CH:45]=[CH:44][CH:43]=[CH:42][C:41]=3[O:46][CH3:47])=[CH:30][CH:29]=2)[C@H:10]([O:48][CH2:49][C@H:50]([OH:57])[CH2:51][O:52][CH2:53][CH2:54][O:55][CH3:56])[CH2:9]1)=O)(C)(C)C.Cl, predict the reaction product. The product is: [CH3:47][O:46][C:41]1[CH:42]=[CH:43][CH:44]=[CH:45][C:40]=1[CH2:39][O:38][CH2:37][CH2:36][CH2:35][O:34][C:31]1[CH:32]=[CH:33][C:28]([C@@H:11]2[C@@H:12]([O:14][CH2:15][C:16]3[CH:25]=[C:24]([O:26][CH3:27])[C:23]4[C:18](=[CH:19][CH:20]=[CH:21][CH:22]=4)[CH:17]=3)[CH2:13][NH:8][CH2:9][C@H:10]2[O:48][CH2:49][C@H:50]([OH:57])[CH2:51][O:52][CH2:53][CH2:54][O:55][CH3:56])=[CH:29][CH:30]=1.